This data is from Peptide-MHC class I binding affinity with 185,985 pairs from IEDB/IMGT. The task is: Regression. Given a peptide amino acid sequence and an MHC pseudo amino acid sequence, predict their binding affinity value. This is MHC class I binding data. (1) The peptide sequence is QLQKIERWF. The MHC is HLA-B27:05 with pseudo-sequence HLA-B27:05. The binding affinity (normalized) is 0.0847. (2) The peptide sequence is SRTPSGKRL. The MHC is HLA-B46:01 with pseudo-sequence HLA-B46:01. The binding affinity (normalized) is 0.0847. (3) The peptide sequence is FPYSTFPII. The MHC is Mamu-A2201 with pseudo-sequence Mamu-A2201. The binding affinity (normalized) is 0.327. (4) The peptide sequence is AMYDPQTYY. The MHC is HLA-A03:01 with pseudo-sequence HLA-A03:01. The binding affinity (normalized) is 0.750. (5) The peptide sequence is FISGIQYLA. The MHC is HLA-A02:06 with pseudo-sequence HLA-A02:06. The binding affinity (normalized) is 0.335. (6) The peptide sequence is HYLCLNCLT. The MHC is HLA-A23:01 with pseudo-sequence HLA-A23:01. The binding affinity (normalized) is 0.0995.